Task: Regression. Given a peptide amino acid sequence and an MHC pseudo amino acid sequence, predict their binding affinity value. This is MHC class II binding data.. Dataset: Peptide-MHC class II binding affinity with 134,281 pairs from IEDB (1) The MHC is DRB1_0405 with pseudo-sequence DRB1_0405. The binding affinity (normalized) is 0.635. The peptide sequence is IPIQLLPNTLVFQAK. (2) The peptide sequence is YATFFIKANSKFIGITE. The MHC is DRB1_0101 with pseudo-sequence DRB1_0101. The binding affinity (normalized) is 0.630. (3) The peptide sequence is GKQWDGIKMLDLATYT. The MHC is DRB1_0101 with pseudo-sequence DRB1_0101. The binding affinity (normalized) is 0. (4) The peptide sequence is LKLREVYTQLCDHRL. The MHC is DRB1_0901 with pseudo-sequence DRB1_0901. The binding affinity (normalized) is 0.401.